This data is from Forward reaction prediction with 1.9M reactions from USPTO patents (1976-2016). The task is: Predict the product of the given reaction. (1) Given the reactants [NH2:1][C:2]1[CH:10]=[N:9][CH:8]=[CH:7][C:3]=1[C:4](O)=[O:5].C1N=C[N:13](C(N2C=NC=C2)=O)C=1.N, predict the reaction product. The product is: [NH2:1][C:2]1[CH:10]=[N:9][CH:8]=[CH:7][C:3]=1[C:4]([NH2:13])=[O:5]. (2) The product is: [Si:1]([O:8][CH2:9][C:10]1([CH3:38])[S:16][CH2:15][CH2:14][N:13]2[C:17]([C:20]3([C:23]4[CH:28]=[CH:27][C:26]([C:40]5[C:41]([O:46][CH3:47])=[N:42][CH:43]=[CH:44][CH:45]=5)=[CH:25][CH:24]=4)[CH2:22][CH2:21]3)=[N:18][N:19]=[C:12]2[CH2:11]1)([C:4]([CH3:5])([CH3:7])[CH3:6])([CH3:2])[CH3:3]. Given the reactants [Si:1]([O:8][CH2:9][C:10]1([CH3:38])[S:16][CH2:15][CH2:14][N:13]2[C:17]([C:20]3([C:23]4[CH:28]=[CH:27][C:26](B5OC(C)(C)C(C)(C)O5)=[CH:25][CH:24]=4)[CH2:22][CH2:21]3)=[N:18][N:19]=[C:12]2[CH2:11]1)([C:4]([CH3:7])([CH3:6])[CH3:5])([CH3:3])[CH3:2].Br[C:40]1[C:41]([O:46][CH3:47])=[N:42][CH:43]=[CH:44][CH:45]=1.C(=O)([O-])[O-].[K+].[K+].C(=O)([O-])O.[Na+], predict the reaction product. (3) The product is: [Cl:6][C:7]1[N:18]=[CH:17][C:16]([CH2:19][N:20]2[C:24]([CH3:25])=[C:23]([C:26]3[CH:31]=[CH:30][C:29]([C:32]#[N:33])=[C:28]([C:34]([F:36])([F:35])[F:37])[CH:27]=3)[C:22]([C:38]#[N:39])=[C:21]2[CH3:40])=[CH:15][C:8]=1[CH2:9][OH:10]. Given the reactants [BH4-].[Na+].[Cl-].[Ca+2].[Cl-].[Cl:6][C:7]1[N:18]=[CH:17][C:16]([CH2:19][N:20]2[C:24]([CH3:25])=[C:23]([C:26]3[CH:31]=[CH:30][C:29]([C:32]#[N:33])=[C:28]([C:34]([F:37])([F:36])[F:35])[CH:27]=3)[C:22]([C:38]#[N:39])=[C:21]2[CH3:40])=[CH:15][C:8]=1[C:9](OC(C)C)=[O:10].C(O)(=O)CC(CC(O)=O)(C(O)=O)O, predict the reaction product. (4) Given the reactants [CH3:1][C:2]1[CH:3]=[N:4][N:5]([C:7]2[CH:12]=[CH:11][N:10]=[CH:9][C:8]=2[N:13]2[CH2:18][CH2:17][CH:16]([C:19](O)=[O:20])[CH2:15][CH2:14]2)[CH:6]=1.CCN(C(C)C)C(C)C.CN(C(ON1N=NC2C=CC=NC1=2)=[N+](C)C)C.F[P-](F)(F)(F)(F)F.[NH:55]1[CH2:59][CH2:58][CH2:57][C@H:56]1[C:60]([NH2:62])=[O:61], predict the reaction product. The product is: [CH3:1][C:2]1[CH:3]=[N:4][N:5]([C:7]2[CH:12]=[CH:11][N:10]=[CH:9][C:8]=2[N:13]2[CH2:18][CH2:17][CH:16]([C:19]([N:55]3[CH2:59][CH2:58][CH2:57][C@H:56]3[C:60]([NH2:62])=[O:61])=[O:20])[CH2:15][CH2:14]2)[CH:6]=1. (5) Given the reactants [CH3:1][CH:2](/[CH:4]=[CH:5]/[CH2:6][CH2:7][CH2:8][CH2:9][C:10]([NH:12][CH2:13][C:14]1[CH:15]=[CH:16][C:17]([OH:22])=[C:18]([O:20][CH3:21])[CH:19]=1)=[O:11])[CH3:3].C([O-])([O-])=O.[K+].[K+].[I-].[Na+].P(O)([O-])([O-])=O.[Na+].[Na+].Cl[CH2:39][C:40]([O:42][CH3:43])=[O:41], predict the reaction product. The product is: [CH3:43][O:42][C:40](=[O:41])[CH2:39][O:22][C:17]1[CH:16]=[CH:15][C:14]([CH2:13][NH:12][C:10](=[O:11])[CH2:9][CH2:8][CH2:7][CH2:6][CH:5]=[CH:4][CH:2]([CH3:1])[CH3:3])=[CH:19][C:18]=1[O:20][CH3:21]. (6) Given the reactants [Br:1][C:2]1[N:3]=[C:4]([C:25]([CH3:28])([CH3:27])[CH3:26])[NH:5][C:6]=1[C:7]1[CH:12]=[CH:11][N:10]=[C:9]([NH:13][CH2:14][C@@H:15]([NH:17]C(=O)OC(C)(C)C)[CH3:16])[N:8]=1.Cl.C(N(C(C)C)CC)(C)C.[CH3:39][O:40][CH2:41][C:42](Cl)=[O:43], predict the reaction product. The product is: [Br:1][C:2]1[N:3]=[C:4]([C:25]([CH3:27])([CH3:28])[CH3:26])[NH:5][C:6]=1[C:7]1[CH:12]=[CH:11][N:10]=[C:9]([NH:13][CH2:14][C@@H:15]([NH:17][C:42](=[O:43])[CH2:41][O:40][CH3:39])[CH3:16])[N:8]=1. (7) Given the reactants [Cl:1][C:2]1[N:9]=[C:8]([NH:10][C:11]2[CH:15]=[C:14]([CH3:16])[NH:13][N:12]=2)[CH:7]=[C:6]([CH3:17])[C:3]=1[C:4]#[N:5].[ClH:18].[CH3:19][C:20]1[C:25]([O:26][CH2:27][CH2:28][NH2:29])=[CH:24][CH:23]=[CH:22][N:21]=1.C(=O)([O-])O.[Na+].CS(C)=O, predict the reaction product. The product is: [ClH:1].[ClH:18].[CH3:19][C:20]1[C:25]([O:26][CH2:27][CH2:28][NH:29][C:2]2[N:9]=[C:8]([NH:10][C:11]3[CH:15]=[C:14]([CH3:16])[NH:13][N:12]=3)[CH:7]=[C:6]([CH3:17])[C:3]=2[C:4]#[N:5])=[CH:24][CH:23]=[CH:22][N:21]=1.